From a dataset of Reaction yield outcomes from USPTO patents with 853,638 reactions. Predict the reaction yield, written as a fraction of the theoretical maximum amount of product (1.0 means a 100% yield; for example, 0.34 means a 34% yield). (1) The reactants are [CH:1]1([NH:4][C:5]([C:7]2[N:8]=[N:9][N:10]([C:12]3[CH:17]=[CH:16][C:15]([C:18]([NH:20][CH2:21][C:22]([F:25])([F:24])[F:23])=[O:19])=[CH:14][C:13]=3[C:26]#[C:27][CH2:28][CH2:29][C:30]3[CH:35]=[CH:34][CH:33]=[CH:32][CH:31]=3)[CH:11]=2)=[O:6])[CH2:3][CH2:2]1.C(O)C. The catalyst is C(O)(=O)C.[C].[Pd]. The product is [CH:1]1([NH:4][C:5]([C:7]2[N:8]=[N:9][N:10]([C:12]3[CH:17]=[CH:16][C:15]([C:18]([NH:20][CH2:21][C:22]([F:23])([F:24])[F:25])=[O:19])=[CH:14][C:13]=3[CH2:26][CH2:27][CH2:28][CH2:29][C:30]3[CH:31]=[CH:32][CH:33]=[CH:34][CH:35]=3)[CH:11]=2)=[O:6])[CH2:2][CH2:3]1. The yield is 0.100. (2) The reactants are FC(F)(F)C([NH:5][CH2:6][CH2:7][C:8]1[N:9]=[CH:10][N:11]([C:13]([C:26]2[CH:31]=[CH:30][CH:29]=[CH:28][CH:27]=2)([C:20]2[CH:25]=[CH:24][CH:23]=[CH:22][CH:21]=2)[C:14]2[CH:19]=[CH:18][CH:17]=[CH:16][CH:15]=2)[CH:12]=1)=O.[OH-].[Na+]. The catalyst is O1CCCC1.CO.O. The product is [C:13]([N:11]1[CH:12]=[C:8]([CH2:7][CH2:6][NH2:5])[N:9]=[CH:10]1)([C:26]1[CH:27]=[CH:28][CH:29]=[CH:30][CH:31]=1)([C:20]1[CH:21]=[CH:22][CH:23]=[CH:24][CH:25]=1)[C:14]1[CH:19]=[CH:18][CH:17]=[CH:16][CH:15]=1. The yield is 0.820. (3) The reactants are [NH2:1][C:2]1[C:3]([O:16]C)=[C:4]([C:8]2[O:12][C:11]([C:13]([OH:15])=[O:14])=[CH:10][CH:9]=2)[CH:5]=[CH:6][CH:7]=1.B(Br)(Br)[Br:19]. The catalyst is ClCCl. The product is [BrH:19].[NH2:1][C:2]1[C:3]([OH:16])=[C:4]([C:8]2[O:12][C:11]([C:13]([OH:15])=[O:14])=[CH:10][CH:9]=2)[CH:5]=[CH:6][CH:7]=1. The yield is 0.472. (4) The reactants are [F:1][C:2]1[CH:11]=[C:10]2[C:5]([CH2:6][CH2:7][C:8](=[O:12])[NH:9]2)=[CH:4][CH:3]=1.[H-].[Na+].Br[CH2:16][CH2:17][CH2:18]Cl.[CH2:20]([CH:24]1[CH2:29][CH2:28][NH:27][CH2:26][CH2:25]1)[CH2:21][CH2:22][CH3:23].C([O-])([O-])=O.[K+].[K+]. The catalyst is CN(C=O)C. The product is [CH2:20]([CH:24]1[CH2:29][CH2:28][N:27]([CH2:16][CH2:17][CH2:18][N:9]2[C:10]3[C:5](=[CH:4][CH:3]=[C:2]([F:1])[CH:11]=3)[CH2:6][CH2:7][C:8]2=[O:12])[CH2:26][CH2:25]1)[CH2:21][CH2:22][CH3:23]. The yield is 0.370. (5) The reactants are [C:1]([O:5][C:6](=[O:36])[NH:7][C@H:8]([C:12]1[CH:17]=[C:16]([C:18]2[N:22]([CH2:23][CH2:24][O:25][Si:26]([C:29]([CH3:32])([CH3:31])[CH3:30])([CH3:28])[CH3:27])[N:21]=[CH:20][C:19]=2[N+:33]([O-])=O)[CH:15]=[CH:14][N:13]=1)[CH2:9][CH:10]=[CH2:11])([CH3:4])([CH3:3])[CH3:2].C([O-])([O-])=O.[K+].[K+].O. The catalyst is CO.CC(O)=O.[Zn]. The product is [C:1]([O:5][C:6](=[O:36])[NH:7][C@H:8]([C:12]1[CH:17]=[C:16]([C:18]2[N:22]([CH2:23][CH2:24][O:25][Si:26]([C:29]([CH3:32])([CH3:31])[CH3:30])([CH3:28])[CH3:27])[N:21]=[CH:20][C:19]=2[NH2:33])[CH:15]=[CH:14][N:13]=1)[CH2:9][CH:10]=[CH2:11])([CH3:2])([CH3:3])[CH3:4]. The yield is 0.800. (6) The yield is 0.470. The reactants are [CH3:1][O:2][C:3]1[CH:4]=[C:5]2[C:10](=[CH:11][C:12]=1[O:13][CH2:14][CH2:15][O:16][CH3:17])[N:9]=[CH:8][N:7]=[C:6]2[O:18][C:19]1[CH:20]=[C:21]([CH:23]=[CH:24][CH:25]=1)[NH2:22].[CH:26]([C:29]1[O:33][N:32]=[C:31]([NH:34][C:35](=O)[O:36]C2C=CC=CC=2)[CH:30]=1)([CH3:28])[CH3:27]. The product is [CH:26]([C:29]1[O:33][N:32]=[C:31]([NH:34][C:35]([NH:22][C:21]2[CH:23]=[CH:24][CH:25]=[C:19]([O:18][C:6]3[C:5]4[C:10](=[CH:11][C:12]([O:13][CH2:14][CH2:15][O:16][CH3:17])=[C:3]([O:2][CH3:1])[CH:4]=4)[N:9]=[CH:8][N:7]=3)[CH:20]=2)=[O:36])[CH:30]=1)([CH3:28])[CH3:27]. No catalyst specified. (7) The reactants are [CH:1](=O)[C:2]1[CH:7]=[CH:6][CH:5]=[CH:4][CH:3]=1.Cl.[CH3:10][O:11][C:12](=[O:16])[C@@H:13]([CH3:15])[NH2:14].C(O[BH-](OC(=O)C)OC(=O)C)(=O)C.[Na+]. The catalyst is C(Cl)Cl. The product is [CH3:10][O:11][C:12](=[O:16])[C@@H:13]([CH3:15])[NH:14][CH2:1][C:2]1[CH:7]=[CH:6][CH:5]=[CH:4][CH:3]=1. The yield is 0.800.